This data is from Reaction yield outcomes from USPTO patents with 853,638 reactions. The task is: Predict the reaction yield, written as a fraction of the theoretical maximum amount of product (1.0 means a 100% yield; for example, 0.34 means a 34% yield). (1) The reactants are FC(F)(F)C(O)=O.[I:8][CH2:9][C:10](=[O:94])[NH:11][CH2:12][CH2:13][O:14][CH2:15][CH2:16][O:17][CH2:18][CH2:19][O:20][CH2:21][CH2:22][O:23][CH2:24][CH2:25][C:26](=[O:93])[NH:27][CH2:28][C:29]#[C:30][C:31]1[CH:32]=[C:33]([CH2:65][O:66][C:67]2[C:68]([O:91][CH3:92])=[CH:69][C:70]3[C:76](=[O:77])[N:75]4[CH:78]=[C:79]([CH3:81])[CH2:80][C@H:74]4[C@H:73](O)[N:72](C(OC(C)(C)C)=O)[C:71]=3[CH:90]=2)[CH:34]=[C:35]([CH2:37][O:38][C:39]2[C:40]([O:63][CH3:64])=[CH:41][C:42]3[C:48](=[O:49])[N:47]4[CH:50]=[C:51]([CH3:53])[CH2:52][C@H:46]4[C@H:45](O)[N:44](C(OC(C)(C)C)=O)[C:43]=3[CH:62]=2)[CH:36]=1. The catalyst is O.C(=O)(O)[O-].[Na+]. The product is [CH3:92][O:91][C:68]1[C:67]([O:66][CH2:65][C:33]2[CH:32]=[C:31]([C:30]#[C:29][CH2:28][NH:27][C:26](=[O:93])[CH2:25][CH2:24][O:23][CH2:22][CH2:21][O:20][CH2:19][CH2:18][O:17][CH2:16][CH2:15][O:14][CH2:13][CH2:12][NH:11][C:10](=[O:94])[CH2:9][I:8])[CH:36]=[C:35]([CH2:37][O:38][C:39]3[C:40]([O:63][CH3:64])=[CH:41][C:42]4[C:48](=[O:49])[N:47]5[CH:50]=[C:51]([CH3:53])[CH2:52][C@H:46]5[CH:45]=[N:44][C:43]=4[CH:62]=3)[CH:34]=2)=[CH:90][C:71]2[N:72]=[CH:73][C@@H:74]3[CH2:80][C:79]([CH3:81])=[CH:78][N:75]3[C:76](=[O:77])[C:70]=2[CH:69]=1. The yield is 0.0500. (2) The reactants are [Cl:1][O-].[Na+].[CH:4]1([C:7]2[N:12]=[C:11]([OH:13])[CH:10]=[C:9]([C:14]([OH:16])=[O:15])[N:8]=2)[CH2:6][CH2:5]1.S(S([O-])=O)([O-])(=O)=O.[Na+].[Na+].[OH-].[Na+]. The catalyst is Cl.O. The product is [Cl:1][C:10]1[C:11]([OH:13])=[N:12][C:7]([CH:4]2[CH2:5][CH2:6]2)=[N:8][C:9]=1[C:14]([OH:16])=[O:15]. The yield is 0.660. (3) The reactants are BrC1C=C[C:5](NCC(OC)=O)=[N:6]C=1.[Cl:14][C:15]1[CH:16]=[CH:17][CH:18]=[C:19]2[C:23]=1[N:22]([CH3:24])[CH:21]=[C:20]2[CH:25]=O.CN1C2C(=CC=CC=2)C(C)=C1C=O. The yield is 0.930. No catalyst specified. The product is [Cl:14][C:15]1[CH:16]=[CH:17][CH:18]=[C:19]2[C:23]=1[N:22]([CH3:24])[CH:21]=[C:20]2[CH2:25][NH:6][CH3:5]. (4) The reactants are [C:1]([O:5][C:6]([NH:8][CH2:9][CH2:10][CH2:11][CH2:12][CH2:13][NH2:14])=[O:7])([CH3:4])([CH3:3])[CH3:2].C(N(CC)CC)C.[Cl:22][CH2:23][CH2:24][S:25](Cl)(=[O:27])=[O:26]. The catalyst is ClCCl. The product is [C:1]([O:5][C:6]([NH:8][CH2:9][CH2:10][CH2:11][CH2:12][CH2:13][NH:14][S:25]([CH2:24][CH2:23][Cl:22])(=[O:27])=[O:26])=[O:7])([CH3:4])([CH3:3])[CH3:2]. The yield is 1.00. (5) The reactants are [CH2:1]1[C:13]2[C:12]3[CH:11]=[C:10]([C:14]([O:16][CH3:17])=[O:15])[CH:9]=[CH:8][C:7]=3[NH:6][C:5]=2[CH2:4][CH2:3][N:2]1[C:18](OC(C)(C)C)=O.C(=O)[C:26]1[CH:31]=[CH:30][CH:29]=[CH:28][CH:27]=1.C(O[BH-](OC(=O)C)OC(=O)C)(=O)C.[Na+].C(O)(=O)C.C(=O)(O)[O-].[Na+]. The catalyst is ClCCl.FC(F)(F)C(O)=O.C1COCC1.CO. The product is [CH2:18]([N:2]1[CH2:3][CH2:4][C:5]2[NH:6][C:7]3[CH:8]=[CH:9][C:10]([C:14]([O:16][CH3:17])=[O:15])=[CH:11][C:12]=3[C:13]=2[CH2:1]1)[C:26]1[CH:31]=[CH:30][CH:29]=[CH:28][CH:27]=1. The yield is 0.660.